This data is from Reaction yield outcomes from USPTO patents with 853,638 reactions. The task is: Predict the reaction yield, written as a fraction of the theoretical maximum amount of product (1.0 means a 100% yield; for example, 0.34 means a 34% yield). (1) The reactants are [NH:1]([C:8]1[N:9]([C:26]2[CH:31]=[CH:30][CH:29]=[CH:28][CH:27]=2)[C:10]2[CH:11]=[C:12]([CH3:25])[N:13]=[C:14]([C:19](N(OC)C)=[O:20])[C:15]=2[C:16](=[O:18])[CH:17]=1)[C:2]1[CH:7]=[CH:6][CH:5]=[CH:4][CH:3]=1.[CH3:32][Mg+].[Br-]. The catalyst is C1COCC1. The product is [C:19]([C:14]1[N:13]=[C:12]([CH3:25])[CH:11]=[C:10]2[C:15]=1[C:16](=[O:18])[CH:17]=[C:8]([NH:1][C:2]1[CH:7]=[CH:6][CH:5]=[CH:4][CH:3]=1)[N:9]2[C:26]1[CH:27]=[CH:28][CH:29]=[CH:30][CH:31]=1)(=[O:20])[CH3:32]. The yield is 0.660. (2) The reactants are [C:1]([C:5]1[NH:6][C:7]2[C:12]([CH:13]=1)=[CH:11][C:10]([N+:14]([O-])=O)=[C:9]([F:17])[CH:8]=2)([CH3:4])([CH3:3])[CH3:2]. The catalyst is CO.[Ni]. The product is [C:1]([C:5]1[NH:6][C:7]2[C:12]([CH:13]=1)=[CH:11][C:10]([NH2:14])=[C:9]([F:17])[CH:8]=2)([CH3:4])([CH3:2])[CH3:3]. The yield is 0.380. (3) The yield is 0.930. The product is [CH2:3]([O:10][C:11]([N:13]([CH2:15][C:16]1[C:24]2[C:19](=[CH:20][CH:21]=[CH:22][CH:23]=2)[N:18]([CH2:25][C:26]2[CH:31]=[CH:30][CH:29]=[CH:28][CH:27]=2)[CH:17]=1)[CH3:14])=[O:12])[C:4]1[CH:9]=[CH:8][CH:7]=[CH:6][CH:5]=1. The reactants are [H-].[Na+].[CH2:3]([O:10][C:11]([N:13]([CH2:15][C:16]1[C:24]2[C:19](=[CH:20][CH:21]=[CH:22][CH:23]=2)[NH:18][CH:17]=1)[CH3:14])=[O:12])[C:4]1[CH:9]=[CH:8][CH:7]=[CH:6][CH:5]=1.[CH2:25](Br)[C:26]1[CH:31]=[CH:30][CH:29]=[CH:28][CH:27]=1. The catalyst is CN(C=O)C.O. (4) The reactants are [Br:1][C:2]1[C:3]([N:15]2[CH2:20][CH2:19][CH:18]([C:21]([F:24])([F:23])[F:22])[CH2:17][CH2:16]2)=[C:4]([CH:10]([OH:14])[C:11]([O-:13])=[O:12])[C:5]([CH3:9])=[N:6][C:7]=1[CH3:8]. The catalyst is C(Cl)Cl. The product is [Br:1][C:2]1[C:3]([N:15]2[CH2:20][CH2:19][CH:18]([C:21]([F:24])([F:22])[F:23])[CH2:17][CH2:16]2)=[C:4]([C@H:10]([O:14][C:4]([CH3:10])([CH3:5])[CH3:3])[C:11]([O:13][CH:7]([CH3:8])[CH3:2])=[O:12])[C:5]([CH3:9])=[N:6][C:7]=1[CH3:8]. The yield is 0.900. (5) The reactants are [OH:1][CH2:2][CH:3]1[CH2:8][CH2:7][N:6]([C:9]([O:11][CH2:12][C:13]2[CH:18]=[CH:17][CH:16]=[CH:15][CH:14]=2)=[O:10])[CH2:5][CH2:4]1.N1C=CC=CC=1.Cl[C:26](OC1C=CC([N+]([O-])=O)=CC=1)=[O:27].Cl.[CH3:39][NH:40][CH:41]1[CH2:46][CH2:45][O:44][CH2:43][CH2:42]1.C(N(CC)CC)C. The catalyst is ClCCl.O. The product is [CH3:39][N:40]([CH:41]1[CH2:46][CH2:45][O:44][CH2:43][CH2:42]1)[C:26]([O:1][CH2:2][CH:3]1[CH2:8][CH2:7][N:6]([C:9]([O:11][CH2:12][C:13]2[CH:14]=[CH:15][CH:16]=[CH:17][CH:18]=2)=[O:10])[CH2:5][CH2:4]1)=[O:27]. The yield is 0.660. (6) The reactants are CN([CH:4]=[O:5])C.P(Cl)(Cl)([Cl:8])=O.[CH:11]12[CH2:17][CH:14]([CH2:15][CH2:16]1)[CH2:13][C:12]2=O.P([O-])([O-])(O)=O.[K+].[K+]. The catalyst is ClCCCl.O. The product is [Cl:8][C:12]1[CH:11]2[CH2:17][CH:14]([CH2:15][CH2:16]2)[C:13]=1[CH:4]=[O:5]. The yield is 0.280. (7) The reactants are Br[C:2]1[N:6]2[C:7]3[C:12]([N:13]=[C:14]([CH3:15])[C:5]2=[C:4]([CH3:19])[N:3]=1)=[C:11]([F:16])[CH:10]=[C:9]([O:17][CH3:18])[CH:8]=3.[CH3:20][C:21]1[CH:26]=[CH:25][CH:24]=[CH:23][C:22]=1B(O)O.C([O-])([O-])=O.[K+].[K+]. The catalyst is C1C=CC([P]([Pd]([P](C2C=CC=CC=2)(C2C=CC=CC=2)C2C=CC=CC=2)([P](C2C=CC=CC=2)(C2C=CC=CC=2)C2C=CC=CC=2)[P](C2C=CC=CC=2)(C2C=CC=CC=2)C2C=CC=CC=2)(C2C=CC=CC=2)C2C=CC=CC=2)=CC=1. The product is [F:16][C:11]1[CH:10]=[C:9]([O:17][CH3:18])[CH:8]=[C:7]2[C:12]=1[N:13]=[C:14]([CH3:15])[C:5]1[N:6]2[C:2]([C:22]2[CH:23]=[CH:24][CH:25]=[CH:26][C:21]=2[CH3:20])=[N:3][C:4]=1[CH3:19]. The yield is 0.300. (8) The reactants are [F:1][C:2]1[CH:11]=[C:10]2[C:5]([CH:6]=[CH:7][N:8]([C:13]3[CH:18]=[CH:17][C:16]([N+:19]([O-:21])=[O:20])=[CH:15][CH:14]=3)[C:9]2=[O:12])=[CH:4][C:3]=1OS(C(F)(F)F)(=O)=O.[C:30](=[O:37])([O:32][C:33]([CH3:36])([CH3:35])[CH3:34])[NH2:31].C(=O)([O-])[O-].[Cs+].[Cs+].CC1(C)C2C=CC=C(P(C3C=CC=CC=3)C3C=CC=CC=3)C=2OC2C1=CC=CC=2P(C1C=CC=CC=1)C1C=CC=CC=1. The catalyst is C1C=CC(/C=C/C(/C=C/C2C=CC=CC=2)=O)=CC=1.C1C=CC(/C=C/C(/C=C/C2C=CC=CC=2)=O)=CC=1.C1C=CC(/C=C/C(/C=C/C2C=CC=CC=2)=O)=CC=1.[Pd].[Pd].C1COCC1. The product is [C:33]([O:32][C:30](=[O:37])[NH:31][C:3]1[CH:4]=[C:5]2[C:10](=[CH:11][C:2]=1[F:1])[C:9](=[O:12])[N:8]([C:13]1[CH:14]=[CH:15][C:16]([N+:19]([O-:21])=[O:20])=[CH:17][CH:18]=1)[CH:7]=[CH:6]2)([CH3:36])([CH3:35])[CH3:34]. The yield is 0.800.